Dataset: Catalyst prediction with 721,799 reactions and 888 catalyst types from USPTO. Task: Predict which catalyst facilitates the given reaction. (1) Reactant: [C:1]([C:5]1[C:6]2[CH:12]([C:13]3[CH:18]=[CH:17][CH:16]=[CH:15][C:14]=3[O:19][CH3:20])[N:11]([C:21]3[CH:26]=[CH:25][C:24]([C:27]#[CH:28])=[CH:23][CH:22]=3)[C:10](=[O:29])[C:7]=2[NH:8][N:9]=1)([CH3:4])([CH3:3])[CH3:2].Cl[C:31](=[N:37][OH:38])[C:32]([O:34][CH2:35][CH3:36])=[O:33].C(N(CC)CC)C. Product: [C:1]([C:5]1[C:6]2[CH:12]([C:13]3[CH:18]=[CH:17][CH:16]=[CH:15][C:14]=3[O:19][CH3:20])[N:11]([C:21]3[CH:26]=[CH:25][C:24]([C:27]4[O:38][N:37]=[C:31]([C:32]([O:34][CH2:35][CH3:36])=[O:33])[CH:28]=4)=[CH:23][CH:22]=3)[C:10](=[O:29])[C:7]=2[NH:8][N:9]=1)([CH3:4])([CH3:3])[CH3:2]. The catalyst class is: 1. (2) Reactant: [CH:1]1([CH2:4][CH2:5][N:6]([C:24]2[CH:25]=[C:26]([C:30]3[CH:35]=[CH:34][C:33]([C:36]([F:39])([F:38])[F:37])=[CH:32][CH:31]=3)[CH:27]=[CH:28][CH:29]=2)[S:7]([C:10]2[CH:22]=[CH:21][C:13]([O:14][CH2:15][C:16]([O:18]CC)=[O:17])=[C:12]([CH3:23])[CH:11]=2)(=[O:9])=[O:8])[CH2:3][CH2:2]1.[OH-].[Na+]. Product: [CH:1]1([CH2:4][CH2:5][N:6]([C:24]2[CH:25]=[C:26]([C:30]3[CH:35]=[CH:34][C:33]([C:36]([F:39])([F:37])[F:38])=[CH:32][CH:31]=3)[CH:27]=[CH:28][CH:29]=2)[S:7]([C:10]2[CH:22]=[CH:21][C:13]([O:14][CH2:15][C:16]([OH:18])=[O:17])=[C:12]([CH3:23])[CH:11]=2)(=[O:9])=[O:8])[CH2:2][CH2:3]1. The catalyst class is: 92. (3) Reactant: [C:1]([N:8]1[CH2:13][CH2:12][CH:11]([OH:14])[CH2:10][CH2:9]1)([O:3][C:4]([CH3:7])([CH3:6])[CH3:5])=[O:2].[H-].[Na+].[F:17][C:18]([F:29])([F:28])[O:19][C:20]1[CH:27]=[CH:26][C:23](CBr)=[CH:22][CH:21]=1. The catalyst class is: 3. Product: [C:4]([O:3][C:1]([N:8]1[CH2:13][CH2:12][CH:11]([O:14][C:23]2[CH:22]=[CH:21][C:20]([O:19][C:18]([F:17])([F:28])[F:29])=[CH:27][CH:26]=2)[CH2:10][CH2:9]1)=[O:2])([CH3:7])([CH3:6])[CH3:5].